From a dataset of Catalyst prediction with 721,799 reactions and 888 catalyst types from USPTO. Predict which catalyst facilitates the given reaction. (1) Reactant: [H-].[Na+].[OH:3][C:4]1[CH:5]=[N:6][CH:7]=[CH:8][CH:9]=1.[CH3:10][O:11][C:12](=[O:27])[C:13]1[CH:18]=[C:17](F)[C:16]([C:20]([F:23])([F:22])[F:21])=[CH:15][C:14]=1[N+:24]([O-:26])=[O:25].C(OCC)(=O)C.C1CCCCC1. Product: [CH3:10][O:11][C:12](=[O:27])[C:13]1[CH:18]=[C:17]([O:3][C:4]2[CH:5]=[N:6][CH:7]=[CH:8][CH:9]=2)[C:16]([C:20]([F:23])([F:22])[F:21])=[CH:15][C:14]=1[N+:24]([O-:26])=[O:25]. The catalyst class is: 30. (2) Reactant: C(=O)(OC(C)(C)C)[O:2][C:3]1[C:8]([O:9][CH3:10])=[CH:7][C:6]([C:11]#[N:12])=[C:5]([NH:13][CH2:14][C:15]2[CH:20]=[CH:19][CH:18]=[CH:17][CH:16]=2)[C:4]=1[C:21]#[N:22].P(=O)(O)(O)O. Product: [CH2:14]([NH:13][C:5]1[C:4]([C:21]#[N:22])=[C:3]([OH:2])[C:8]([O:9][CH3:10])=[CH:7][C:6]=1[C:11]#[N:12])[C:15]1[CH:16]=[CH:17][CH:18]=[CH:19][CH:20]=1. The catalyst class is: 2. (3) Reactant: [NH2:1][C:2]1[CH:3]=[C:4]([CH:9]=[C:10]([CH3:18])[C:11]=1[NH:12][C:13](=[O:17])[CH2:14][CH2:15][CH3:16])[C:5]([O:7]C)=[O:6].O. Product: [NH2:1][C:2]1[CH:3]=[C:4]([CH:9]=[C:10]([CH3:18])[C:11]=1[NH:12][C:13](=[O:17])[CH2:14][CH2:15][CH3:16])[C:5]([OH:7])=[O:6]. The catalyst class is: 273. (4) The catalyst class is: 3. Product: [CH2:11]([O:10][C:8](=[O:9])[C:7]1[CH:13]=[CH:14][C:4]([NH:1][C:2]([NH:15][C:16]2[CH:24]=[CH:23][C:19]3[N:20]=[CH:21][S:22][C:18]=3[CH:17]=2)=[O:3])=[CH:5][CH:6]=1)[CH3:12]. Reactant: [N:1]([C:4]1[CH:14]=[CH:13][C:7]([C:8]([O:10][CH2:11][CH3:12])=[O:9])=[CH:6][CH:5]=1)=[C:2]=[O:3].[NH2:15][C:16]1[CH:24]=[CH:23][C:19]2[N:20]=[CH:21][S:22][C:18]=2[CH:17]=1.[N-]=C=O. (5) Reactant: [Cl:1][C:2]1[CH:3]=[CH:4][C:5]2[N:11]3[CH:12]=[CH:13][N:14]=[C:10]3[C@H:9]([CH2:15][CH:16]3OCC[O:17]3)[O:8][C@@H:7]([C:21]3[CH:26]=[CH:25][CH:24]=[C:23]([O:27][CH3:28])[C:22]=3[O:29][CH3:30])[C:6]=2[CH:31]=1.Cl(O)(=O)(=O)=O. Product: [Cl:1][C:2]1[CH:3]=[CH:4][C:5]2[N:11]3[CH:12]=[CH:13][N:14]=[C:10]3[C@H:9]([CH2:15][CH2:16][OH:17])[O:8][C@@H:7]([C:21]3[CH:26]=[CH:25][CH:24]=[C:23]([O:27][CH3:28])[C:22]=3[O:29][CH3:30])[C:6]=2[CH:31]=1. The catalyst class is: 4. (6) Reactant: O[C:2]1[C:11]2[C:6](=[N:7][CH:8]=[CH:9][CH:10]=2)[N:5]([C:12]2[CH:17]=[CH:16][CH:15]=[C:14]([C:18]([F:21])([F:20])[F:19])[CH:13]=2)[C:4](=[O:22])[C:3]=1[C:23](=O)[CH2:24][C:25]1[CH:30]=[CH:29][CH:28]=[CH:27][CH:26]=1.O.[NH2:33][NH2:34].O. Product: [CH2:24]([C:23]1[C:3]2[C:4](=[O:22])[N:5]([C:12]3[CH:17]=[CH:16][CH:15]=[C:14]([C:18]([F:21])([F:19])[F:20])[CH:13]=3)[C:6]3[N:7]=[CH:8][CH:9]=[CH:10][C:11]=3[C:2]=2[NH:34][N:33]=1)[C:25]1[CH:26]=[CH:27][CH:28]=[CH:29][CH:30]=1. The catalyst class is: 3. (7) Reactant: [O:1]=[C:2]1[NH:10][C:5]2=[N:6][CH:7]=[CH:8][CH:9]=[C:4]2[C:3]21[CH2:14][C:13]1[CH:15]=[C:16]([C:19]([O:21]C)=[O:20])[CH:17]=[CH:18][C:12]=1[O:11]2.[OH-].[Na+].Cl. Product: [O:1]=[C:2]1[NH:10][C:5]2=[N:6][CH:7]=[CH:8][CH:9]=[C:4]2[C:3]21[CH2:14][C:13]1[CH:15]=[C:16]([C:19]([OH:21])=[O:20])[CH:17]=[CH:18][C:12]=1[O:11]2. The catalyst class is: 5. (8) Reactant: [CH3:1][C@@H:2]([CH2:23][CH3:24])[C@H:3]([NH:11][CH2:12][CH2:13][NH:14][CH2:15][C:16]1[CH:21]=[CH:20][CH:19]=[C:18]([CH3:22])[N:17]=1)[C:4]([O:6][C:7]([CH3:10])([CH3:9])[CH3:8])=[O:5].[C:25](=O)(OC1C=CC([N+]([O-])=O)=CC=1)[O:26]C1C=CC([N+]([O-])=O)=CC=1. Product: [CH3:1][C@@H:2]([CH2:23][CH3:24])[C@H:3]([N:11]1[CH2:12][CH2:13][N:14]([CH2:15][C:16]2[CH:21]=[CH:20][CH:19]=[C:18]([CH3:22])[N:17]=2)[C:25]1=[O:26])[C:4]([O:6][C:7]([CH3:10])([CH3:8])[CH3:9])=[O:5]. The catalyst class is: 9. (9) Reactant: [H-].[Al+3].[Li+].[H-].[H-].[H-].[N:7]1([CH:12]([CH3:18])[C:13](OCC)=[O:14])[CH:11]=[CH:10][N:9]=[CH:8]1.[OH-].[Na+]. Product: [N:7]1([CH:12]([CH3:18])[CH2:13][OH:14])[CH:11]=[CH:10][N:9]=[CH:8]1. The catalyst class is: 1.